The task is: Predict the product of the given reaction.. This data is from Forward reaction prediction with 1.9M reactions from USPTO patents (1976-2016). (1) Given the reactants [Cl:1][C:2]1[CH:10]=[C:9]2[C:5]([C:6]([S:12][C:13]3[CH:18]=[CH:17][CH:16]=[CH:15][C:14]=3[CH2:19][C:20]([OH:22])=[O:21])=[C:7]([CH3:11])[NH:8]2)=[CH:4][CH:3]=1.I[CH3:24], predict the reaction product. The product is: [Cl:1][C:2]1[CH:10]=[C:9]2[C:5]([C:6]([S:12][C:13]3[CH:18]=[CH:17][CH:16]=[CH:15][C:14]=3[CH2:19][C:20]([OH:22])=[O:21])=[C:7]([CH3:11])[N:8]2[CH3:24])=[CH:4][CH:3]=1. (2) The product is: [CH2:1]([O:3][C:4](=[O:32])[CH2:5][N:6]([C:7]1[CH:8]=[C:9]2[C:13](=[CH:14][C:15]=1[CH3:16])[N:12]([CH2:39][CH:40]([F:42])[F:41])[N:11]=[CH:10]2)[CH2:17][C:18]([N:20]([N:22]1[CH2:30][C:29]2[C:24](=[CH:25][CH:26]=[C:27]([F:31])[CH:28]=2)[CH2:23]1)[CH3:21])=[O:19])[CH3:2]. Given the reactants [CH2:1]([O:3][C:4](=[O:32])[CH2:5][N:6]([CH2:17][C:18]([N:20]([N:22]1[CH2:30][C:29]2[C:24](=[CH:25][CH:26]=[C:27]([F:31])[CH:28]=2)[CH2:23]1)[CH3:21])=[O:19])[C:7]1[CH:8]=[C:9]2[C:13](=[CH:14][C:15]=1[CH3:16])[NH:12][N:11]=[CH:10]2)[CH3:2].FC(F)(F)S(O[CH2:39][CH:40]([F:42])[F:41])(=O)=O, predict the reaction product.